This data is from Full USPTO retrosynthesis dataset with 1.9M reactions from patents (1976-2016). The task is: Predict the reactants needed to synthesize the given product. Given the product [CH:1]1([O:7][CH2:8][CH2:9][CH2:10][C:23]2[CH:24]=[C:19]([CH3:29])[CH:20]=[CH:21][C:22]=2[S:25]([OH:30])(=[O:27])=[O:26])[CH2:6][CH2:5][CH2:4][CH2:3][CH2:2]1, predict the reactants needed to synthesize it. The reactants are: [CH:1]1([O:7][CH2:8][CH2:9][CH2:10]O)[CH2:6][CH2:5][CH2:4][CH2:3][CH2:2]1.C(N(CC)CC)C.[C:19]1([CH3:29])[CH:24]=[CH:23][C:22]([S:25](Cl)(=[O:27])=[O:26])=[CH:21][CH:20]=1.[OH2:30].